This data is from Reaction yield outcomes from USPTO patents with 853,638 reactions. The task is: Predict the reaction yield, written as a fraction of the theoretical maximum amount of product (1.0 means a 100% yield; for example, 0.34 means a 34% yield). (1) The reactants are C([N:8]1[CH2:15][CH:14]2[CH2:16][CH:10]([CH2:11][N:12]([S:17]([CH2:20][CH2:21][CH2:22][CH3:23])(=[O:19])=[O:18])[CH2:13]2)[CH2:9]1)C1C=CC=CC=1. The catalyst is C(O)C.[Pd]. The product is [CH2:20]([S:17]([N:12]1[CH2:11][CH:10]2[CH2:16][CH:14]([CH2:15][NH:8][CH2:9]2)[CH2:13]1)(=[O:19])=[O:18])[CH2:21][CH2:22][CH3:23]. The yield is 0.850. (2) The reactants are C1(S([N:10]2[C:14]3=[N:15][CH:16]=[C:17]([CH2:19][CH2:20][CH2:21][CH2:22][C:23]4[S:27][C:26]([NH2:28])=[N:25][N:24]=4)[CH:18]=[C:13]3[CH:12]=[CH:11]2)(=O)=O)C=CC=CC=1.C1(S(N2C3=NC=C(C#CCCC#N)C=C3C=C2)(=O)=O)C=CC=CC=1.[C:53]1([CH2:59][C:60](Cl)=[O:61])[CH:58]=[CH:57][CH:56]=[CH:55][CH:54]=1.[OH-].[Na+]. The catalyst is N1C=CC=CC=1. The product is [NH:10]1[C:14]2=[N:15][CH:16]=[C:17]([CH2:19][CH2:20][CH2:21][CH2:22][C:23]3[S:27][C:26]([NH:28][C:60](=[O:61])[CH2:59][C:53]4[CH:58]=[CH:57][CH:56]=[CH:55][CH:54]=4)=[N:25][N:24]=3)[CH:18]=[C:13]2[CH:12]=[CH:11]1. The yield is 0.0600. (3) The reactants are Cl[C:2]1[C:11]2[C:6](=[CH:7][C:8]([C:14]3[C:15]([CH3:20])=[N:16][O:17][C:18]=3[CH3:19])=[C:9]([O:12][CH3:13])[CH:10]=2)[N:5]=[CH:4][C:3]=1[N+:21]([O-:23])=[O:22].[NH2:24][CH2:25][C:26]1[CH:31]=[CH:30][CH:29]=[CH:28][N:27]=1. The catalyst is O1CCOCC1. The product is [CH3:20][C:15]1[C:14]([C:8]2[CH:7]=[C:6]3[C:11]([C:2]([NH:24][CH2:25][C:26]4[CH:31]=[CH:30][CH:29]=[CH:28][N:27]=4)=[C:3]([N+:21]([O-:23])=[O:22])[CH:4]=[N:5]3)=[CH:10][C:9]=2[O:12][CH3:13])=[C:18]([CH3:19])[O:17][N:16]=1. The yield is 0.820. (4) The reactants are [N+:1](/[CH:4]=[CH:5]/[C:6]1[CH:19]=[CH:18][C:9]([O:10][CH2:11][C:12]2[CH:17]=[CH:16][CH:15]=[CH:14][N:13]=2)=[CH:8][CH:7]=1)([O-:3])=[O:2].CS(C)=O.[BH4-].[Na+]. The catalyst is C(O)(=O)C. The product is [N+:1]([CH2:4][CH2:5][C:6]1[CH:19]=[CH:18][C:9]([O:10][CH2:11][C:12]2[CH:17]=[CH:16][CH:15]=[CH:14][N:13]=2)=[CH:8][CH:7]=1)([O-:3])=[O:2]. The yield is 0.200. (5) The reactants are C(Cl)CCl.[CH3:5][NH:6][CH2:7][C:8]1[NH:9][C:10]2[C:15]([C:16]=1[CH3:17])=[CH:14][CH:13]=[CH:12][CH:11]=2.Cl.[O:19]=[C:20]1[NH:26][C:25]2[N:27]=[CH:28][C:29](/[CH:31]=[CH:32]/[C:33](O)=[O:34])=[CH:30][C:24]=2[CH2:23][O:22][CH2:21]1.C1C=CC2N(O)N=NC=2C=1.CCN(C(C)C)C(C)C. The catalyst is CN(C=O)C.O. The product is [CH3:5][N:6]([CH2:7][C:8]1[NH:9][C:10]2[C:15]([C:16]=1[CH3:17])=[CH:14][CH:13]=[CH:12][CH:11]=2)[C:33](=[O:34])/[CH:32]=[CH:31]/[C:29]1[CH:28]=[N:27][C:25]2[NH:26][C:20](=[O:19])[CH2:21][O:22][CH2:23][C:24]=2[CH:30]=1. The yield is 0.0400. (6) The reactants are [CH2:1]([NH:5][C:6]([N:8]1[CH2:12][C@H:11]([S:13][C:14]([C:27]2[CH:32]=[CH:31][CH:30]=[CH:29][CH:28]=2)([C:21]2[CH:26]=[CH:25][CH:24]=[CH:23][CH:22]=2)[C:15]2[CH:20]=[CH:19][CH:18]=[CH:17][CH:16]=2)[CH2:10][C@H:9]1[CH2:33][N:34]=[N+]=[N-])=[O:7])[CH2:2][CH2:3][CH3:4].[BH4-].[Na+].[NH4+].[Cl-]. The catalyst is C(O)C. The product is [CH2:1]([NH:5][C:6]([N:8]1[CH2:12][C@H:11]([S:13][C:14]([C:21]2[CH:22]=[CH:23][CH:24]=[CH:25][CH:26]=2)([C:15]2[CH:20]=[CH:19][CH:18]=[CH:17][CH:16]=2)[C:27]2[CH:32]=[CH:31][CH:30]=[CH:29][CH:28]=2)[CH2:10][C@H:9]1[CH2:33][NH2:34])=[O:7])[CH2:2][CH2:3][CH3:4]. The yield is 0.820. (7) The reactants are [N:1]([CH2:4][C:5]([O:7][CH2:8][CH3:9])=[O:6])=[N+:2]=[N-:3].[C:10]([OH:14])(=[O:13])[C:11]#[CH:12]. The catalyst is ClCCl.C1(C)C=CC=CC=1. The product is [CH2:8]([O:7][C:5](=[O:6])[CH2:4][N:1]1[CH:12]=[C:11]([C:10]([OH:14])=[O:13])[N:3]=[N:2]1)[CH3:9]. The yield is 0.700. (8) The catalyst is CN(C=O)C.O. The reactants are [C:1]1([C@@H:7]2[CH2:9][C@H:8]2[C:10]([OH:12])=O)[CH:6]=[CH:5][CH:4]=[CH:3][CH:2]=1.Cl.[CH3:14][O:15][NH:16][CH3:17].CN(C(ON1N=NC2C=CC=NC1=2)=[N+](C)C)C.F[P-](F)(F)(F)(F)F.CCN(C(C)C)C(C)C. The product is [CH3:14][O:15][N:16]([CH3:17])[C:10]([C@@H:8]1[CH2:9][C@H:7]1[C:1]1[CH:6]=[CH:5][CH:4]=[CH:3][CH:2]=1)=[O:12]. The yield is 0.420.